Dataset: Full USPTO retrosynthesis dataset with 1.9M reactions from patents (1976-2016). Task: Predict the reactants needed to synthesize the given product. The reactants are: Br[C:2]1[CH:24]=[C:23]([F:25])[CH:22]=[C:21]([F:26])[C:3]=1[O:4][CH2:5][C:6]([N:8]([CH:18]([CH3:20])[CH3:19])[NH:9][C:10](=[O:17])[C:11]1[CH:16]=[CH:15][CH:14]=[CH:13][CH:12]=1)=[O:7].C([O-])([O-])=O.[Na+].[Na+].[F:33][C:34]([F:46])([F:45])[O:35][C:36]1[CH:41]=[CH:40][CH:39]=[CH:38][C:37]=1B(O)O. Given the product [F:26][C:21]1[C:3]([O:4][CH2:5][C:6]([N:8]([CH:18]([CH3:20])[CH3:19])[NH:9][C:10](=[O:17])[C:11]2[CH:16]=[CH:15][CH:14]=[CH:13][CH:12]=2)=[O:7])=[C:2]([C:37]2[CH:38]=[CH:39][CH:40]=[CH:41][C:36]=2[O:35][C:34]([F:33])([F:46])[F:45])[CH:24]=[C:23]([F:25])[CH:22]=1, predict the reactants needed to synthesize it.